Dataset: Forward reaction prediction with 1.9M reactions from USPTO patents (1976-2016). Task: Predict the product of the given reaction. (1) Given the reactants Cl.[Cl:2][C:3]1[CH:4]=[CH:5][C:6]([O:20][CH2:21][CH:22]([CH3:24])[CH3:23])=[C:7]([CH2:9][C:10]2[S:11][CH:12]=[C:13]([C:15](=[NH:19])OCC)[N:14]=2)[CH:8]=1.[F:25][C:26]1[C:31]([F:32])=[CH:30][C:29](N)=[C:28]([NH2:34])[CH:27]=1, predict the reaction product. The product is: [Cl:2][C:3]1[CH:4]=[CH:5][C:6]([O:20][CH2:21][CH:22]([CH3:23])[CH3:24])=[C:7]([CH2:9][C:10]2[S:11][CH:12]=[C:13]([C:15]3[NH:19][C:29]4[CH:30]=[C:31]([F:32])[C:26]([F:25])=[CH:27][C:28]=4[N:34]=3)[N:14]=2)[CH:8]=1. (2) Given the reactants Cl.[NH2:2][C:3]1[C:12]2[N:13]=[C:14]([CH2:28][NH:29][C:30]([NH:32][CH3:33])=[O:31])[N:15]([CH2:16][CH2:17][CH2:18][CH2:19][NH:20]C(=O)[O:22]C(C)(C)C)[C:11]=2[C:10]2[N:9]=[CH:8][CH:7]=[CH:6][C:5]=2[N:4]=1, predict the reaction product. The product is: [OH-:22].[NH4+:2].[NH2:2][C:3]1[C:12]2[N:13]=[C:14]([CH2:28][NH:29][C:30]([NH:32][CH3:33])=[O:31])[N:15]([CH2:16][CH2:17][CH2:18][CH2:19][NH2:20])[C:11]=2[C:10]2[N:9]=[CH:8][CH:7]=[CH:6][C:5]=2[N:4]=1. (3) Given the reactants [N:1]1([C:6]([NH2:8])=[O:7])[CH2:5][CH2:4][CH2:3][CH2:2]1.O=P(Cl)(Cl)Cl.C(N(CC)CC)C.[Cl:21][C:22]1[CH:23]=[C:24]([CH:43]=[CH:44][C:45]=1[Cl:46])[C:25]([NH:27][C@@H:28]1[C:37]2[C:32](=[CH:33][CH:34]=[C:35](N)[CH:36]=2)[CH2:31][CH2:30][C@H:29]1[O:39][C:40](=[O:42])[CH3:41])=[O:26], predict the reaction product. The product is: [Cl:21][C:22]1[CH:23]=[C:24]([CH:43]=[CH:44][C:45]=1[Cl:46])[C:25]([NH:27][C@@H:28]1[C:37]2[C:32](=[CH:33][CH:34]=[C:35]([NH:8][C:6]([N:1]3[CH2:5][CH2:4][CH2:3][CH2:2]3)=[O:7])[CH:36]=2)[CH2:31][CH2:30][C@H:29]1[O:39][C:40](=[O:42])[CH3:41])=[O:26]. (4) Given the reactants C([O:4][CH2:5][CH2:6][S:7][C:8]1[CH:9]=[N:10][C:11]([NH:22][C:23]2[S:27][N:26]=[C:25]([C:28]3([CH3:37])[CH2:33][CH2:32][N:31]([C:34](=[O:36])[CH3:35])[CH2:30][CH2:29]3)[N:24]=2)=[C:12]([O:14][C:15]2[C:16]([CH3:21])=[N:17][CH:18]=[CH:19][CH:20]=2)[CH:13]=1)(=O)C.C(=O)([O-])[O-].[K+].[K+], predict the reaction product. The product is: [OH:4][CH2:5][CH2:6][S:7][C:8]1[CH:13]=[C:12]([O:14][C:15]2[C:16]([CH3:21])=[N:17][CH:18]=[CH:19][CH:20]=2)[C:11]([NH:22][C:23]2[S:27][N:26]=[C:25]([C:28]3([CH3:37])[CH2:29][CH2:30][N:31]([C:34](=[O:36])[CH3:35])[CH2:32][CH2:33]3)[N:24]=2)=[N:10][CH:9]=1. (5) Given the reactants [N:1]12[CH2:7][C:4]([C:8]([C:16]3[CH:21]=[CH:20][CH:19]=[CH:18][CH:17]=3)([C:10]3[CH:15]=[CH:14][CH:13]=[CH:12][CH:11]=3)[OH:9])([CH2:5][CH2:6]1)[CH2:3][CH2:2]2.[Br:22][CH2:23][CH2:24][O:25][CH3:26], predict the reaction product. The product is: [Br-:22].[OH:9][C:8]([C:16]1[CH:21]=[CH:20][CH:19]=[CH:18][CH:17]=1)([C:10]1[CH:15]=[CH:14][CH:13]=[CH:12][CH:11]=1)[C:4]12[CH2:7][N+:1]([CH2:23][CH2:24][O:25][CH3:26])([CH2:6][CH2:5]1)[CH2:2][CH2:3]2. (6) The product is: [NH2:1][CH2:2][C:3]1[N:4]=[C:5]([N:13]2[CH2:18][CH2:17][CH:16]([NH:19][C:20]([C:22]3[NH:23][C:24]([CH3:29])=[C:25]([Cl:28])[C:26]=3[Cl:27])=[O:21])[CH2:15][CH2:14]2)[S:6][C:7]=1[C:8]([OH:10])=[O:9]. Given the reactants [NH2:1][CH2:2][C:3]1[N:4]=[C:5]([N:13]2[CH2:18][CH2:17][CH:16]([NH:19][C:20]([C:22]3[NH:23][C:24]([CH3:29])=[C:25]([Cl:28])[C:26]=3[Cl:27])=[O:21])[CH2:15][CH2:14]2)[S:6][C:7]=1[C:8]([O:10]CC)=[O:9].[Li+].[OH-].C1COCC1, predict the reaction product. (7) Given the reactants [F:1][CH:2]([F:32])[C:3]1[N:7]([C:8]2[N:13]=[C:12]([N:14]3[CH2:19][CH2:18][O:17][CH2:16][CH2:15]3)[N:11]=[C:10]([NH:20][C@H:21]3[CH2:26][CH2:25][C@H:24]([NH2:27])[CH2:23][CH2:22]3)[CH:9]=2)[C:6]2[CH:28]=[CH:29][CH:30]=[CH:31][C:5]=2[N:4]=1.[CH:33](=O)[CH3:34].C(O[BH-](OC(=O)C)OC(=O)C)(=O)C.C(=O)C1C=CC=CC=1, predict the reaction product. The product is: [F:32][CH:2]([F:1])[C:3]1[N:7]([C:8]2[N:13]=[C:12]([N:14]3[CH2:15][CH2:16][O:17][CH2:18][CH2:19]3)[N:11]=[C:10]([NH:20][C@H:21]3[CH2:22][CH2:23][C@H:24]([NH:27][CH2:33][CH3:34])[CH2:25][CH2:26]3)[CH:9]=2)[C:6]2[CH:28]=[CH:29][CH:30]=[CH:31][C:5]=2[N:4]=1.